This data is from Reaction yield outcomes from USPTO patents with 853,638 reactions. The task is: Predict the reaction yield, written as a fraction of the theoretical maximum amount of product (1.0 means a 100% yield; for example, 0.34 means a 34% yield). (1) The reactants are [O:1]=[C:2]1[NH:6][C:5]2[CH:7]=[CH:8][C:9]([C:11]([OH:13])=O)=[CH:10][C:4]=2[NH:3]1.[CH2:14]1[C@H:23]2[C@H:18]([CH2:19][CH2:20][C:21]3[CH:27]=[CH:26][CH:25]=[CH:24][C:22]=32)[NH:17][CH2:16][CH2:15]1.F[P-](F)(F)(F)(F)F.N1(OC(N(C)C)=[N+](C)C)C2N=CC=CC=2N=N1. No catalyst specified. The product is [CH2:14]1[C@H:23]2[C@H:18]([CH2:19][CH2:20][C:21]3[CH:27]=[CH:26][CH:25]=[CH:24][C:22]=32)[N:17]([C:11]([C:9]2[CH:8]=[CH:7][C:5]3[NH:6][C:2](=[O:1])[NH:3][C:4]=3[CH:10]=2)=[O:13])[CH2:16][CH2:15]1. The yield is 0.140. (2) The reactants are [C:1]([Si:5]([CH3:22])([CH3:21])[O:6][CH2:7][CH2:8][N:9]([CH3:20])[C:10]1[CH:15]=[CH:14][C:13]([N+:16]([O-])=O)=[C:12]([CH3:19])[CH:11]=1)([CH3:4])([CH3:3])[CH3:2]. The catalyst is O1CCCC1.[C].[Pd]. The product is [C:1]([Si:5]([CH3:22])([CH3:21])[O:6][CH2:7][CH2:8][N:9]([CH3:20])[C:10]1[CH:15]=[CH:14][C:13]([NH2:16])=[C:12]([CH3:19])[CH:11]=1)([CH3:4])([CH3:3])[CH3:2]. The yield is 0.970. (3) The reactants are C([O:4][CH2:5][CH:6]=[CH:7][CH2:8][O:9][C:10](=[O:12])[CH3:11])(=O)C.[C:13]1(C)C=CC=CC=1. No catalyst specified. The product is [CH:5]([C:6]([CH2:7][CH2:8][O:9][C:10](=[O:12])[CH3:11])=[CH2:13])=[O:4]. The yield is 0.999. (4) The reactants are COC1C=C(OC)C=CC=1C[N:6]1[CH2:11][CH2:10][CH:9]=[C:8]([CH2:12][CH2:13][C:14]([OH:16])=[O:15])[C:7]1=[O:17].C([SiH](CC)CC)C. The catalyst is FC(F)(F)C(O)=O. The product is [O:17]=[C:7]1[C:8]([CH2:12][CH2:13][C:14]([OH:16])=[O:15])=[CH:9][CH2:10][CH2:11][NH:6]1. The yield is 0.500. (5) The product is [CH3:1][O:2][C:3]1[CH:8]=[C:7]([C:19]2[CH:24]=[N:23][C:22]([C:25]([F:28])([F:27])[F:26])=[CH:21][CH:20]=2)[CH:6]=[CH:5][N:4]=1. No catalyst specified. The yield is 0.810. The reactants are [CH3:1][O:2][C:3]1[CH:8]=[C:7](B2OC(C)(C)C(C)(C)O2)[CH:6]=[CH:5][N:4]=1.Br[C:19]1[CH:20]=[CH:21][C:22]([C:25]([F:28])([F:27])[F:26])=[N:23][CH:24]=1.